The task is: Predict the reaction yield, written as a fraction of the theoretical maximum amount of product (1.0 means a 100% yield; for example, 0.34 means a 34% yield).. This data is from Reaction yield outcomes from USPTO patents with 853,638 reactions. The reactants are [CH:1]([O:4][C:5]1[S:9][C:8]([CH2:10][C:11]2[CH:16]=[CH:15][C:14]([NH2:17])=[CH:13][CH:12]=2)=[CH:7][CH:6]=1)([CH3:3])[CH3:2].S(O)(O)(=O)=O.Cl[C:24]1[NH:25][CH2:26][CH2:27][N:28]=1. The catalyst is ClCCl. The product is [CH:1]([O:4][C:5]1[S:9][C:8]([CH2:10][C:11]2[CH:12]=[CH:13][C:14]([NH:17][C:24]3[NH:28][CH2:27][CH2:26][N:25]=3)=[CH:15][CH:16]=2)=[CH:7][CH:6]=1)([CH3:3])[CH3:2]. The yield is 0.900.